The task is: Predict the reactants needed to synthesize the given product.. This data is from Full USPTO retrosynthesis dataset with 1.9M reactions from patents (1976-2016). (1) Given the product [NH2:20][C:7]1[C:6]([F:11])=[C:5]([NH:12][S:13]([CH2:16][CH3:17])(=[O:15])=[O:14])[CH:4]=[CH:3][C:2]=1[Cl:1], predict the reactants needed to synthesize it. The reactants are: [Cl:1][C:2]1[C:7](C(O)=O)=[C:6]([F:11])[C:5]([NH:12][S:13]([CH2:16][CH3:17])(=[O:15])=[O:14])=[CH:4][CH:3]=1.C([N:20](CC)CC)C.C1C=CC(OP(OC2C=CC=CC=2)(N=[N+]=[N-])=O)=CC=1.C([O-])(O)=O.[Na+]. (2) Given the product [Br:19][C:20]1[CH:27]=[CH:26][C:23](/[CH:24]=[CH:11]/[C:12]([O:14][C:15]([CH3:16])([CH3:17])[CH3:18])=[O:13])=[CH:22][CH:21]=1.[Br:19][C:20]1[CH:27]=[CH:26][C:23]([C@@H:24]2[CH2:28][C@H:11]2[C:12]([O:14][C:15]([CH3:16])([CH3:17])[CH3:18])=[O:13])=[CH:22][CH:21]=1, predict the reactants needed to synthesize it. The reactants are: [H-].[Na+].C(OP([CH2:11][C:12]([O:14][C:15]([CH3:18])([CH3:17])[CH3:16])=[O:13])(OCC)=O)C.[Br:19][C:20]1[CH:27]=[CH:26][C:23]([CH:24]=O)=[CH:22][CH:21]=1.[CH2:28]1COCC1. (3) Given the product [OH:19][CH:20]([C:31]1[C:32]([C:44]2[CH:45]=[CH:46][CH:47]=[CH:48][CH:49]=2)=[N:33][N:34]2[CH:39]=[CH:38][CH:37]=[CH:36][C:35]=12)[C:21]1[N:26]=[C:25]([C:27]([O:29][CH3:30])=[O:28])[CH:24]=[CH:23][CH:22]=1, predict the reactants needed to synthesize it. The reactants are: [F-].C([N+](CCCC)(CCCC)CCCC)CCC.[OH:19][CH:20]([C:31]1[C:32]([C:44]2[CH:49]=[CH:48][CH:47]=[CH:46][CH:45]=2)=[N:33][N:34]2[C:39]([Si](C)(C)C)=[CH:38][CH:37]=[CH:36][C:35]=12)[C:21]1[N:26]=[C:25]([C:27]([O:29][CH3:30])=[O:28])[CH:24]=[CH:23][CH:22]=1.[Cl-].[NH4+].